Dataset: Reaction yield outcomes from USPTO patents with 853,638 reactions. Task: Predict the reaction yield, written as a fraction of the theoretical maximum amount of product (1.0 means a 100% yield; for example, 0.34 means a 34% yield). (1) The reactants are [H-].[Na+].[CH:3]1([CH2:9][CH2:10][CH2:11][CH:12]=O)[CH2:8][CH2:7][CH2:6][CH2:5][CH2:4]1.[OH2:14].[CH3:15][CH2:16][O:17][CH2:18][CH3:19]. The catalyst is C1COCC1. The product is [CH:3]1([CH2:9][CH2:10][CH2:11]/[CH:12]=[CH:15]/[C:16]([O:17][CH2:18][CH3:19])=[O:14])[CH2:4][CH2:5][CH2:6][CH2:7][CH2:8]1. The yield is 0.890. (2) The reactants are Cl.[NH2:2][C:3]1[CH:7]=[CH:6][NH:5][C:4]=1[C:8]([O:10][CH2:11][CH3:12])=[O:9].[C:13](O[C:13]([O:15][C:16]([CH3:19])([CH3:18])[CH3:17])=[O:14])([O:15][C:16]([CH3:19])([CH3:18])[CH3:17])=[O:14]. The catalyst is N1C=CC=CC=1.CN(C1C=CN=CC=1)C. The product is [C:16]([O:15][C:13]([NH:2][C:3]1[CH:7]=[CH:6][NH:5][C:4]=1[C:8]([O:10][CH2:11][CH3:12])=[O:9])=[O:14])([CH3:19])([CH3:18])[CH3:17]. The yield is 0.890. (3) The reactants are [F:1][C:2]1[CH:20]=[CH:19][C:5](/[CH:6]=[C:7]2/[C:8](=[S:18])[N:9]=[C:10]([N:12]3[CH2:17][CH2:16][CH2:15][CH2:14][NH:13]3)[S:11]/2)=[C:4]([OH:21])[CH:3]=1.C(=O)([O-])[O-].[K+].[K+].[N:28]1([CH:34]2[CH2:39][CH2:38][N:37]([C:40](Cl)=[O:41])[CH2:36][CH2:35]2)[CH2:33][CH2:32][CH2:31][CH2:30][CH2:29]1. The catalyst is C(#N)C. The product is [N:28]1([CH:34]2[CH2:39][CH2:38][N:37]([C:40]([O:21][C:4]3[CH:3]=[C:2]([F:1])[CH:20]=[CH:19][C:5]=3/[CH:6]=[C:7]3/[C:8](=[S:18])[N:9]=[C:10]([N:12]4[CH2:17][CH2:16][CH2:15][CH2:14][NH:13]4)[S:11]/3)=[O:41])[CH2:36][CH2:35]2)[CH2:33][CH2:32][CH2:31][CH2:30][CH2:29]1. The yield is 0.0400.